This data is from Full USPTO retrosynthesis dataset with 1.9M reactions from patents (1976-2016). The task is: Predict the reactants needed to synthesize the given product. (1) The reactants are: C([O:4][C@@H:5]([CH3:38])/[CH:6]=[CH:7]\[C:8]([NH:10][C@H:11]1[C@@H:16]([CH3:17])[O:15][C@@H:14]([CH2:18]/[CH:19]=[C:20](\[CH3:36])/[CH:21]=[CH:22]/[C@@H:23]2[CH2:30][C@@:27]3([O:29][CH2:28]3)[CH2:26][C@@H:25]([CH2:31][C:32]([O:34][CH3:35])=[O:33])[O:24]2)[C@@H:13]([CH3:37])[CH2:12]1)=[O:9])(=O)C.C(=O)([O-])[O-].[K+].[K+]. Given the product [OH:4][C@@H:5]([CH3:38])/[CH:6]=[CH:7]\[C:8]([NH:10][C@H:11]1[C@@H:16]([CH3:17])[O:15][C@@H:14]([CH2:18]/[CH:19]=[C:20](\[CH3:36])/[CH:21]=[CH:22]/[C@@H:23]2[CH2:30][C@@:27]3([O:29][CH2:28]3)[CH2:26][C@@H:25]([CH2:31][C:32]([O:34][CH3:35])=[O:33])[O:24]2)[C@@H:13]([CH3:37])[CH2:12]1)=[O:9], predict the reactants needed to synthesize it. (2) Given the product [OH:1][C:2]1[CH:3]=[C:4]([CH:9]=[C:10]([OH:13])[C:11]=1[OH:12])[C:5]([O:7][CH2:8][CH2:26][CH2:25][CH2:24][CH2:23][CH2:22][CH2:21][CH2:20][CH2:19][CH2:18][CH2:17][CH2:16][CH2:15][CH3:14])=[O:6], predict the reactants needed to synthesize it. The reactants are: [OH:1][C:2]1[CH:3]=[C:4]([CH:9]=[C:10]([OH:13])[C:11]=1[OH:12])[C:5]([O:7][CH3:8])=[O:6].[CH2:14](O)[CH2:15][CH2:16][CH2:17][CH2:18][CH2:19][CH2:20][CH2:21][CH2:22][CH2:23][CH2:24][CH2:25][CH2:26]C.